Dataset: Forward reaction prediction with 1.9M reactions from USPTO patents (1976-2016). Task: Predict the product of the given reaction. (1) Given the reactants [CH3:1][O:2][C:3](=[O:21])[C:4]1[CH:9]=[CH:8][C:7]([S:10][C:11]2[CH:16]=[CH:15][C:14]([CH2:17][OH:18])=[C:13]([CH3:19])[N:12]=2)=[CH:6][C:5]=1[CH3:20], predict the reaction product. The product is: [CH3:1][O:2][C:3](=[O:21])[C:4]1[CH:9]=[CH:8][C:7]([S:10][C:11]2[CH:16]=[CH:15][C:14]([CH:17]=[O:18])=[C:13]([CH3:19])[N:12]=2)=[CH:6][C:5]=1[CH3:20]. (2) Given the reactants [CH3:1][C:2]1[CH:7]=[C:6]([C:8]2[CH:17]=[CH:16][C:11]([C:12]([O:14]C)=[O:13])=[CH:10][CH:9]=2)[CH:5]=[CH:4][N:3]=1.[ClH:18], predict the reaction product. The product is: [ClH:18].[CH3:1][C:2]1[CH:7]=[C:6]([C:8]2[CH:17]=[CH:16][C:11]([C:12]([OH:14])=[O:13])=[CH:10][CH:9]=2)[CH:5]=[CH:4][N:3]=1. (3) Given the reactants [F:1][C:2]1[N:10]=[C:9]2[C:5]([N:6]=[C:7]([CH2:11][C:12]3[C:20]([I:21])=[CH:19][C:15]4[O:16][CH2:17][O:18][C:14]=4[CH:13]=3)[NH:8]2)=[C:4]([NH2:22])[N:3]=1.C1C=CC(COC(/N=N/C(OCC2C=CC=CC=2)=O)=O)=CC=1.C1(P(C2C=CC=CC=2)C2C=CC=CC=2)C=CC=CC=1.[CH:64]([N:67]([CH2:71][CH2:72][O:73][C:74]([C:87]1[CH:92]=[CH:91][CH:90]=[CH:89][CH:88]=1)([C:81]1[CH:86]=[CH:85][CH:84]=[CH:83][CH:82]=1)[C:75]1[CH:80]=[CH:79][CH:78]=[CH:77][CH:76]=1)[CH2:68][CH2:69]O)([CH3:66])[CH3:65], predict the reaction product. The product is: [F:1][C:2]1[N:10]=[C:9]2[C:5]([N:6]=[C:7]([CH2:11][C:12]3[C:20]([I:21])=[CH:19][C:15]4[O:16][CH2:17][O:18][C:14]=4[CH:13]=3)[N:8]2[CH2:69][CH2:68][N:67]([CH:64]([CH3:65])[CH3:66])[CH2:71][CH2:72][O:73][C:74]([C:87]2[CH:92]=[CH:91][CH:90]=[CH:89][CH:88]=2)([C:75]2[CH:76]=[CH:77][CH:78]=[CH:79][CH:80]=2)[C:81]2[CH:86]=[CH:85][CH:84]=[CH:83][CH:82]=2)=[C:4]([NH2:22])[N:3]=1. (4) Given the reactants C([Li])CCC.[O:6]1[CH:11]=[CH:10][CH2:9][CH2:8][CH2:7]1.C([Si]([O:19][CH2:20][CH2:21][CH2:22][CH2:23]I)(C)C)(C)(C)C.[F-].C([N+](CCCC)(CCCC)CCCC)CCC, predict the reaction product. The product is: [O:6]1[C:7]([CH2:23][CH2:22][CH2:21][CH2:20][OH:19])=[CH:8][CH2:9][CH2:10][CH2:11]1. (5) Given the reactants [CH3:1][O:2][CH2:3][C:4]([N:6]1[CH2:11][CH2:10][CH:9]([C:12]2[C:17]([O:18][C:19]3[CH:24]=[CH:23][C:22]([NH:25][C:26]4[CH:31]=[CH:30][C:29]([CH3:32])=[CH:28][N:27]=4)=[CH:21][CH:20]=3)=[N:16][CH:15]=[CH:14][N:13]=2)[CH2:8][CH2:7]1)=[O:5].[CH:33]1C=CC2N(O)N=NC=2C=1.CO[C@H](C)C(O)=O.C(N(C(C)C)CC)(C)C.C(Cl)CCl, predict the reaction product. The product is: [CH3:1][O:2][C@H:3]([CH3:33])[C:4]([N:6]1[CH2:7][CH2:8][CH:9]([C:12]2[C:17]([O:18][C:19]3[CH:24]=[CH:23][C:22]([NH:25][C:26]4[CH:31]=[CH:30][C:29]([CH3:32])=[CH:28][N:27]=4)=[CH:21][CH:20]=3)=[N:16][CH:15]=[CH:14][N:13]=2)[CH2:10][CH2:11]1)=[O:5]. (6) Given the reactants C[O:2][C:3]([C:5]1[C:6]2[CH2:7][CH:8]([C:20]3[CH:25]=[CH:24][C:23]([O:26][CH3:27])=[CH:22][CH:21]=3)[CH:9]3[CH2:19][CH2:18][CH2:17][CH:10]3[C:11]=2[CH:12]=[C:13]([O:15][CH3:16])[CH:14]=1)=O.[H-].[Al+3].[Li+].[H-].[H-].[H-].O.[OH-].[Na+], predict the reaction product. The product is: [CH3:16][O:15][C:13]1[CH:12]=[C:11]2[C:6]([CH2:7][CH:8]([C:20]3[CH:21]=[CH:22][C:23]([O:26][CH3:27])=[CH:24][CH:25]=3)[CH:9]3[CH2:19][CH2:18][CH2:17][CH:10]32)=[C:5]([CH2:3][OH:2])[CH:14]=1. (7) The product is: [CH3:17][N:18]([CH3:19])[CH2:20][CH2:21][N:5]1[C:6]2[C:11](=[CH:10][C:9]([NH2:14])=[CH:8][CH:7]=2)[C:12]([CH3:13])=[C:4]1[CH3:3]. Given the reactants [H-].[Na+].[CH3:3][C:4]1[NH:5][C:6]2[C:11]([C:12]=1[CH3:13])=[CH:10][C:9]([N+:14]([O-])=O)=[CH:8][CH:7]=2.[CH3:17][N:18]([CH2:20][CH2:21]Cl)[CH3:19], predict the reaction product. (8) Given the reactants [F:1][C:2]1[CH:7]=[C:6]([C:8]([CH3:12])([CH3:11])[C:9]#[N:10])[CH:5]=[CH:4][C:3]=1[C:13]1[CH:18]=[CH:17][CH:16]=[CH:15][CH:14]=1.[N:19]([Si](C)(C)C)=[N+:20]=[N-:21].C([Sn](=O)CCCC)CCC, predict the reaction product. The product is: [F:1][C:2]1[CH:7]=[C:6]([C:8]([C:9]2[N:19]=[N:20][NH:21][N:10]=2)([CH3:12])[CH3:11])[CH:5]=[CH:4][C:3]=1[C:13]1[CH:14]=[CH:15][CH:16]=[CH:17][CH:18]=1.